From a dataset of Reaction yield outcomes from USPTO patents with 853,638 reactions. Predict the reaction yield, written as a fraction of the theoretical maximum amount of product (1.0 means a 100% yield; for example, 0.34 means a 34% yield). (1) The reactants are [Br:1][C:2]1[CH:3]=[N:4][CH:5]=[CH:6][CH:7]=1.[C:8]1(=[O:12])[CH2:11][CH2:10][CH2:9]1.C([Li])CCC.C(NC(C)C)(C)C. The catalyst is C1COCC1. The product is [Br:1][C:2]1[CH:3]=[N:4][CH:5]=[CH:6][C:7]=1[C:8]1([OH:12])[CH2:11][CH2:10][CH2:9]1. The yield is 0.550. (2) The reactants are [S:1]1[C:5]2[CH:6]=[CH:7][CH:8]=[CH:9][C:4]=2[N:3]=[C:2]1[C:10]1[C:14]([C:15]2[CH:20]=[CH:19][C:18]([N+:21]([O-])=[O:22])=[CH:17][CH:16]=2)=[N:13][NH:12][C:11]=1[NH2:24]. The catalyst is CN(C=O)C.C(O)C.[Cl-].[NH4+].[Zn]. The product is [NH2:24][C:11]1[NH:12][N:13]=[C:14]([C:15]2[CH:20]=[CH:19][C:18]([NH:21][OH:22])=[CH:17][CH:16]=2)[C:10]=1[C:2]1[S:1][C:5]2[CH:6]=[CH:7][CH:8]=[CH:9][C:4]=2[N:3]=1. The yield is 0.0400. (3) The reactants are C[O:2][C:3]1[N:8]=[CH:7][C:6]([CH:9]=[O:10])=[CH:5][CH:4]=1. The catalyst is Br. The product is [O:2]=[C:3]1[NH:8][CH:7]=[C:6]([CH:9]=[O:10])[CH:5]=[CH:4]1. The yield is 0.730. (4) The catalyst is C(OCC)(=O)C. The yield is 0.660. The product is [CH3:12][O:11][P:10]([CH2:6][C:5]1[CH:8]=[CH:9][C:2]([F:1])=[CH:3][CH:4]=1)(=[O:15])[O:13][CH3:14]. The reactants are [F:1][C:2]1[CH:9]=[CH:8][C:5]([CH2:6]Br)=[CH:4][CH:3]=1.[P:10]([O:15]C)([O:13][CH3:14])[O:11][CH3:12]. (5) The reactants are [CH:1]1([N:4]([C:12]2[N:17]3[N:18]=[CH:19][C:20]([CH:21]=[O:22])=[C:16]3[N:15]=[C:14]([C:23]3[CH:28]=[CH:27][N:26]=[C:25]([F:29])[CH:24]=3)[CH:13]=2)C(=O)OC(C)(C)C)[CH2:3][CH2:2]1.C(O)(C(F)(F)F)=O. The catalyst is C(Cl)Cl. The product is [CH:1]1([NH:4][C:12]2[N:17]3[N:18]=[CH:19][C:20]([CH:21]=[O:22])=[C:16]3[N:15]=[C:14]([C:23]3[CH:28]=[CH:27][N:26]=[C:25]([F:29])[CH:24]=3)[CH:13]=2)[CH2:3][CH2:2]1. The yield is 0.740. (6) The reactants are C(OC([NH:8][CH2:9][C@H:10]([N:15]1[CH2:20][CH2:19][N:18]([C:21]([O:23][CH2:24][C:25]2[CH:30]=[CH:29][CH:28]=[CH:27][CH:26]=2)=[O:22])[CH2:17][CH2:16]1)[C:11]([O:13][CH3:14])=[O:12])=O)(C)(C)C.[ClH:31].CO. The catalyst is C(O)(C)C. The product is [ClH:31].[ClH:31].[NH2:8][CH2:9][CH:10]([N:15]1[CH2:16][CH2:17][N:18]([C:21]([O:23][CH2:24][C:25]2[CH:30]=[CH:29][CH:28]=[CH:27][CH:26]=2)=[O:22])[CH2:19][CH2:20]1)[C:11]([O:13][CH3:14])=[O:12]. The yield is 0.900. (7) The catalyst is C1COCC1. The reactants are [CH3:1][C:2]1[N:3]([C@H:8]2[CH2:12][CH:11]([C:13]([O:15][CH2:16][C:17]3[CH:22]=[CH:21][CH:20]=[CH:19][CH:18]=3)=[O:14])[CH:10]=[CH:9]2)[C:4]([CH3:7])=[CH:5][CH:6]=1.[Li+].CC([N-]C(C)C)C.[C:31]1(=[O:35])[CH2:34][CH2:33][CH2:32]1. The yield is 0.730. The product is [CH3:7][C:4]1[N:3]([C@H:8]2[CH2:12][C@@:11]([C:31]3([OH:35])[CH2:34][CH2:33][CH2:32]3)([C:13]([O:15][CH2:16][C:17]3[CH:22]=[CH:21][CH:20]=[CH:19][CH:18]=3)=[O:14])[CH:10]=[CH:9]2)[C:2]([CH3:1])=[CH:6][CH:5]=1.